From a dataset of Full USPTO retrosynthesis dataset with 1.9M reactions from patents (1976-2016). Predict the reactants needed to synthesize the given product. (1) The reactants are: [C:1]([NH:5][C:6](=[O:8])[OH:7])([CH3:4])([CH3:3])[CH3:2].[CH:9]1([S:12]([NH2:15])(=[O:14])=[O:13])[CH2:11][CH2:10]1.C([Li])CCC.[CH3:21][O:22][CH2:23]Cl.Cl. Given the product [C:1]([NH:5][C:6](=[O:7])[OH:8])([CH3:4])([CH3:3])[CH3:2].[CH3:21][O:22][CH2:23][C:9]1([S:12]([NH2:15])(=[O:14])=[O:13])[CH2:11][CH2:10]1, predict the reactants needed to synthesize it. (2) Given the product [CH2:35]([O:37][C:38]([CH:40]1[CH:41]([C:6](=[O:22])[NH:7][CH:8]([C:13](=[O:21])[NH:14][CH2:15][CH2:16][CH:17]([CH3:20])[CH2:18][OH:19])[CH2:9][CH:10]([CH3:11])[CH3:12])[O:42]1)=[O:39])[CH3:36], predict the reactants needed to synthesize it. The reactants are: C(O[C:6](=[O:22])[NH:7][CH:8]([C:13](=[O:21])[NH:14][CH2:15][CH2:16][CH:17]([CH3:20])[CH2:18][OH:19])[CH2:9][CH:10]([CH3:12])[CH3:11])(C)(C)C.O.C1(C)C=CC(S(O)(=O)=O)=CC=1.[CH2:35]([O:37][C:38]([C@H:40]1[O:42][C@@H:41]1C(O)=O)=[O:39])[CH3:36].F[P-](F)(F)(F)(F)F.N1(OC(N(C)C)=[N+](C)C)C2N=CC=CC=2N=N1.C(N(C(C)C)CC)(C)C. (3) Given the product [C:13]1([CH:9]2[NH:10][CH2:11][CH2:12][N:7]([CH2:6][C:5]3[CH:19]=[CH:20][C:2]([C:24]4[CH:25]=[CH:26][CH:27]=[CH:28][C:23]=4[C:22]([F:33])([F:32])[F:21])=[CH:3][CH:4]=3)[CH2:8]2)[CH:18]=[CH:17][CH:16]=[CH:15][CH:14]=1, predict the reactants needed to synthesize it. The reactants are: Br[C:2]1[CH:20]=[CH:19][C:5]([CH2:6][N:7]2[CH2:12][CH2:11][NH:10][CH:9]([C:13]3[CH:18]=[CH:17][CH:16]=[CH:15][CH:14]=3)[CH2:8]2)=[CH:4][CH:3]=1.[F:21][C:22]([F:33])([F:32])[C:23]1[CH:28]=[CH:27][CH:26]=[CH:25][C:24]=1B(O)O.C(=O)([O-])[O-].[Na+].[Na+].C1(C)C=CC=CC=1.